From a dataset of Forward reaction prediction with 1.9M reactions from USPTO patents (1976-2016). Predict the product of the given reaction. (1) Given the reactants [F:1][C:2]1[CH:3]=[CH:4][C:5]([CH3:41])=[C:6]([CH:40]=1)[O:7][CH2:8][C:9]1[C:18]([C:19]2[CH:24]=[CH:23][C:22]([O:25]CC3C=CC(OC)=CC=3)=[CH:21][C:20]=2[O:35][CH3:36])=[CH:17][CH:16]=[C:15]2[C:10]=1[C:11]([CH3:39])=[CH:12][C:13]([CH3:38])([CH3:37])[NH:14]2.[ClH:42].C(OCC)(=O)C, predict the reaction product. The product is: [ClH:42].[F:1][C:2]1[CH:3]=[CH:4][C:5]([CH3:41])=[C:6]([CH:40]=1)[O:7][CH2:8][C:9]1[C:18]([C:19]2[CH:24]=[CH:23][C:22]([OH:25])=[CH:21][C:20]=2[O:35][CH3:36])=[CH:17][CH:16]=[C:15]2[C:10]=1[C:11]([CH3:39])=[CH:12][C:13]([CH3:37])([CH3:38])[NH:14]2. (2) Given the reactants [H-].[Na+].[F:3][C:4]1[CH:9]=[CH:8][CH:7]=[CH:6][C:5]=1[OH:10].[Cl:11][C:12]1[CH:17]=[C:16](Cl)[N:15]=[CH:14][N:13]=1.O, predict the reaction product. The product is: [Cl:11][C:12]1[CH:17]=[C:16]([O:10][C:5]2[CH:6]=[CH:7][CH:8]=[CH:9][C:4]=2[F:3])[N:15]=[CH:14][N:13]=1. (3) Given the reactants [F:1][C:2]([F:7])([F:6])[C:3]([OH:5])=[O:4].[C:8]([N:11]1[C:20]2[C:15](=[CH:16][C:17]([C:21]3[N:22]=[CH:23][N:24]([CH2:26][C:27]([O:29]C(C)(C)C)=[O:28])[CH:25]=3)=[CH:18][CH:19]=2)[C@H:14]([NH:34][C:35]([O:37][CH:38]([CH3:40])[CH3:39])=[O:36])[CH2:13][C@@H:12]1[CH3:41])(=[O:10])[CH3:9], predict the reaction product. The product is: [F:1][C:2]([F:7])([F:6])[C:3]([OH:5])=[O:4].[C:8]([N:11]1[C:20]2[C:15](=[CH:16][C:17]([C:21]3[N:22]=[CH:23][N:24]([CH2:26][C:27]([OH:29])=[O:28])[CH:25]=3)=[CH:18][CH:19]=2)[C@H:14]([NH:34][C:35]([O:37][CH:38]([CH3:40])[CH3:39])=[O:36])[CH2:13][C@@H:12]1[CH3:41])(=[O:10])[CH3:9].